From a dataset of Peptide-MHC class II binding affinity with 134,281 pairs from IEDB. Regression. Given a peptide amino acid sequence and an MHC pseudo amino acid sequence, predict their binding affinity value. This is MHC class II binding data. (1) The peptide sequence is SQDLELKWNLNGLQAY. The MHC is DRB1_0401 with pseudo-sequence DRB1_0401. The binding affinity (normalized) is 0.595. (2) The binding affinity (normalized) is 0.240. The MHC is DRB1_1302 with pseudo-sequence DRB1_1302. The peptide sequence is GWSSLGREYAAVAEE. (3) The peptide sequence is ILVTVNPIASTNDDE. The MHC is HLA-DQA10201-DQB10402 with pseudo-sequence HLA-DQA10201-DQB10402. The binding affinity (normalized) is 0.361. (4) The peptide sequence is FKYLLIQGDFDQKLG. The MHC is DRB1_0101 with pseudo-sequence DRB1_0101. The binding affinity (normalized) is 0.870. (5) The peptide sequence is TNLKVQLIRMAEAEM. The MHC is DRB5_0101 with pseudo-sequence DRB5_0101. The binding affinity (normalized) is 0.606. (6) The peptide sequence is EKKYWAATQFEPLAA. The MHC is HLA-DQA10301-DQB10302 with pseudo-sequence HLA-DQA10301-DQB10302. The binding affinity (normalized) is 0.422. (7) The peptide sequence is EKVPVSEVMGTTLAEMSTPEAT. The MHC is DRB1_0401 with pseudo-sequence DRB1_0401. The binding affinity (normalized) is 0.182. (8) The peptide sequence is RTGQIFKQTYSKFDT. The MHC is DRB1_0802 with pseudo-sequence DRB1_0802. The binding affinity (normalized) is 0.103. (9) The peptide sequence is TALAKCNLDHDSEFC. The MHC is DRB1_0101 with pseudo-sequence DRB1_0101. The binding affinity (normalized) is 0.537.